Dataset: Skin sensitization/reaction prediction data. Task: Regression/Classification. Given a drug SMILES string, predict its toxicity properties. Task type varies by dataset: regression for continuous values (e.g., LD50, hERG inhibition percentage) or binary classification for toxic/non-toxic outcomes (e.g., AMES mutagenicity, cardiotoxicity, hepatotoxicity). Dataset: skin_reaction. (1) The molecule is CCCCCCCCC=CCCCCCCCC(=O)O. The result is 1 (causes skin reaction). (2) The molecule is Clc1ccnc(Cl)n1. The result is 1 (causes skin reaction). (3) The drug is Nc1ccc(N)c2c1C(=O)c1ccccc1C2=O. The result is 1 (causes skin reaction). (4) The result is 0 (no skin reaction). The compound is COc1ccc(C2(C#N)CCC(=O)CC2)cc1OC1CCCC1. (5) The compound is C=C(C=CCC(C)C)CC. The result is 0 (no skin reaction). (6) The drug is C=C(C)C1CC=C(C)C(=O)C1. The result is 1 (causes skin reaction). (7) The molecule is CCOC(=O)CC(=O)c1cc(C)c(C)c(C)c1C. The result is 1 (causes skin reaction). (8) The molecule is CC(C)=CCCC(C)=CCCC(C)=CCCC=C(C)CCC=C(C)CCC=C(C)C. The result is 1 (causes skin reaction). (9) The molecule is CCCCCCCCCCI. The result is 1 (causes skin reaction). (10) The molecule is CC(C=O)c1ccccc1. The result is 1 (causes skin reaction).